From a dataset of Peptide-MHC class II binding affinity with 134,281 pairs from IEDB. Regression. Given a peptide amino acid sequence and an MHC pseudo amino acid sequence, predict their binding affinity value. This is MHC class II binding data. (1) The peptide sequence is IGYGKATLECQVQTA. The MHC is DRB1_0701 with pseudo-sequence DRB1_0701. The binding affinity (normalized) is 0.218. (2) The peptide sequence is SAAQRRGRIGRNPNR. The MHC is DRB1_0801 with pseudo-sequence DRB1_0801. The binding affinity (normalized) is 0.213. (3) The peptide sequence is WLWYIKIFIMIVGGLIG. The MHC is HLA-DQA10104-DQB10503 with pseudo-sequence HLA-DQA10104-DQB10503. The binding affinity (normalized) is 0.401. (4) The peptide sequence is KGIHTVFGSAFQGLF. The MHC is HLA-DQA10201-DQB10303 with pseudo-sequence HLA-DQA10201-DQB10303. The binding affinity (normalized) is 0.462. (5) The peptide sequence is TDDNEEPIAPYHFDL. The MHC is HLA-DQA10101-DQB10501 with pseudo-sequence HLA-DQA10101-DQB10501. The binding affinity (normalized) is 0.0712. (6) The peptide sequence is AAKEDFLGCLVKEIP. The MHC is HLA-DPA10201-DPB10101 with pseudo-sequence HLA-DPA10201-DPB10101. The binding affinity (normalized) is 0.696. (7) The peptide sequence is RLGKEFIRCLALPFR. The MHC is HLA-DQA10102-DQB10501 with pseudo-sequence HLA-DQA10102-DQB10501. The binding affinity (normalized) is 0.787.